This data is from Full USPTO retrosynthesis dataset with 1.9M reactions from patents (1976-2016). The task is: Predict the reactants needed to synthesize the given product. (1) The reactants are: [Cl:1][C:2]1[N:7]=[CH:6][C:5]([C:8](OC)=[O:9])=[C:4]([C:12](OC)=[O:13])[CH:3]=1.[BH4-].[Na+].CO.Cl. Given the product [NH4+:7].[OH-:9].[Cl:1][C:2]1[N:7]=[CH:6][C:5]([CH2:8][OH:9])=[C:4]([CH2:12][OH:13])[CH:3]=1, predict the reactants needed to synthesize it. (2) Given the product [OH:1][CH2:2][C@H:3]1[CH2:7][CH2:6][CH2:5][N:4]1[C:13]([O:12][C:8]([CH3:11])([CH3:10])[CH3:9])=[O:14], predict the reactants needed to synthesize it. The reactants are: [OH:1][CH2:2][C@H:3]1[CH2:7][CH2:6][CH2:5][NH:4]1.[C:8]([O:12][C:13](O[C:13]([O:12][C:8]([CH3:11])([CH3:10])[CH3:9])=[O:14])=[O:14])([CH3:11])([CH3:10])[CH3:9].C(N(CC)CC)C.Cl. (3) Given the product [OH:37][C@@H:35]([C:24]1[N:23]([C@H:20]2[CH2:21][CH2:22][C@H:17]([CH2:16][NH:15][C:46](=[O:47])[O:48][CH2:49][CH2:50][CH3:51])[CH2:18][CH2:19]2)[C:27]2=[C:28]3[S:34][CH:33]=[CH:32][C:29]3=[N:30][CH:31]=[C:26]2[N:25]=1)[CH3:36], predict the reactants needed to synthesize it. The reactants are: FC(F)(F)C(O)=O.FC(F)(F)C(O)=O.[NH2:15][CH2:16][C@H:17]1[CH2:22][CH2:21][C@H:20]([N:23]2[C:27]3=[C:28]4[S:34][CH:33]=[CH:32][C:29]4=[N:30][CH:31]=[C:26]3[N:25]=[C:24]2[C@H:35]([OH:37])[CH3:36])[CH2:19][CH2:18]1.C(N(CC)CC)C.Cl[C:46]([O:48][CH2:49][CH2:50][CH3:51])=[O:47]. (4) Given the product [CH3:1][N:2]1[CH2:11][CH:10]2[CH:5]3[CH:6]([C:13]([O:15][CH3:16])=[O:14])[CH2:7][CH:8]([CH2:12][CH:4]3[C:3]1=[O:17])[CH2:9]2, predict the reactants needed to synthesize it. The reactants are: [CH3:1][N:2]1[CH2:11][CH:10]2[CH:5]3[C:6]([C:13]([O:15][CH3:16])=[O:14])=[CH:7][CH:8]([CH2:12][CH:4]3[C:3]1=[O:17])[CH2:9]2.